From a dataset of Reaction yield outcomes from USPTO patents with 853,638 reactions. Predict the reaction yield, written as a fraction of the theoretical maximum amount of product (1.0 means a 100% yield; for example, 0.34 means a 34% yield). (1) The reactants are [F:1][C:2]([F:20])([F:19])[C:3]1[CH:4]=[C:5]([C:9]2[CH:10]=[N:11][N:12]3[CH:17]=[CH:16][C:15](=O)[NH:14][C:13]=23)[CH:6]=[CH:7][CH:8]=1.O=P(Cl)(Cl)[Cl:23]. No catalyst specified. The product is [Cl:23][C:15]1[CH:16]=[CH:17][N:12]2[N:11]=[CH:10][C:9]([C:5]3[CH:6]=[CH:7][CH:8]=[C:3]([C:2]([F:20])([F:19])[F:1])[CH:4]=3)=[C:13]2[N:14]=1. The yield is 0.670. (2) The reactants are [CH3:1][C:2]1[CH:7]=[CH:6][C:5]([C:8](=O)[CH2:9][O:10][C:11]2[CH:16]=[C:15]([CH3:17])[CH:14]=[C:13]([CH3:18])[C:12]=2[CH3:19])=[CH:4][CH:3]=1. The catalyst is O. The product is [CH3:17][C:15]1[C:16]2[C:8]([C:5]3[CH:6]=[CH:7][C:2]([CH3:1])=[CH:3][CH:4]=3)=[CH:9][O:10][C:11]=2[C:12]([CH3:19])=[C:13]([CH3:18])[CH:14]=1. The yield is 0.830. (3) The product is [Cl:8][C:18]1[N:17]([C:12]2[CH:13]=[CH:14][CH:15]=[CH:16][N:11]=2)[C:25]2[C:20]([C:19]=1[CH:3]=[O:4])=[CH:21][CH:22]=[CH:23][CH:24]=2. The reactants are CN(C)[CH:3]=[O:4].P(Cl)(Cl)([Cl:8])=O.[N:11]1[CH:16]=[CH:15][CH:14]=[CH:13][C:12]=1[N:17]1[C:25]2[C:20](=[CH:21][CH:22]=[CH:23][CH:24]=2)[CH2:19][C:18]1=O. The catalyst is ClCCl.N1C=CC=CC=1. The yield is 0.230. (4) The reactants are [NH2:1][C:2]1[C:7]([N+:8]([O-:10])=[O:9])=[C:6](Cl)[CH:5]=[CH:4][N:3]=1.[C:12]([O:15][CH2:16][C:17]1[C:22](B2OC(C)(C)C(C)(C)O2)=[CH:21][CH:20]=[CH:19][C:18]=1[N:32]1[CH2:41][CH2:40][C:39]2[C:34](=[CH:35][CH:36]=[C:37]([CH:42]3[CH2:44][CH2:43]3)[CH:38]=2)[C:33]1=[O:45])(=[O:14])[CH3:13].P([O-])([O-])([O-])=O.[K+].[K+].[K+].C([O-])(=O)C.[Na+].C(#N)C. No catalyst specified. The product is [C:12]([O:15][CH2:16][C:17]1[C:18]([N:32]2[CH2:41][CH2:40][C:39]3[C:34](=[CH:35][CH:36]=[C:37]([CH:42]4[CH2:44][CH2:43]4)[CH:38]=3)[C:33]2=[O:45])=[CH:19][CH:20]=[CH:21][C:22]=1[C:6]1[CH:5]=[CH:4][N:3]=[C:2]([NH2:1])[C:7]=1[N+:8]([O-:10])=[O:9])(=[O:14])[CH3:13]. The yield is 0.520. (5) The reactants are [F:1][C:2]1[CH:7]=[CH:6][CH:5]=[C:4]([F:8])[C:3]=1[N:9]1[C:14]2[N:15]=[C:16](S(C)(=O)=O)[N:17]=[C:18]([C:19]3[CH:24]=[CH:23][C:22]([F:25])=[CH:21][C:20]=3[CH3:26])[C:13]=2[CH:12]=[CH:11][C:10]1=[O:31].C([N:34](CC)CC)C.N. The catalyst is CN1C(=O)CCC1.CCOC(C)=O. The product is [NH2:34][C:16]1[N:17]=[C:18]([C:19]2[CH:24]=[CH:23][C:22]([F:25])=[CH:21][C:20]=2[CH3:26])[C:13]2[CH:12]=[CH:11][C:10](=[O:31])[N:9]([C:3]3[C:2]([F:1])=[CH:7][CH:6]=[CH:5][C:4]=3[F:8])[C:14]=2[N:15]=1. The yield is 0.430.